From a dataset of Full USPTO retrosynthesis dataset with 1.9M reactions from patents (1976-2016). Predict the reactants needed to synthesize the given product. Given the product [CH2:20]([O:22][C@@H:23]([CH2:28][C:29]1[CH:34]=[CH:33][C:32]([C:2]2[CH:3]=[CH:4][CH:5]=[C:6]([N:8]([CH3:19])[C:9]([NH:11][CH2:12][CH2:13][CH2:14][CH2:15][CH2:16][CH2:17][CH3:18])=[O:10])[N:7]=2)=[CH:31][CH:30]=1)[C:24]([O:26][CH3:27])=[O:25])[CH3:21], predict the reactants needed to synthesize it. The reactants are: Br[C:2]1[N:7]=[C:6]([N:8]([CH3:19])[C:9]([NH:11][CH2:12][CH2:13][CH2:14][CH2:15][CH2:16][CH2:17][CH3:18])=[O:10])[CH:5]=[CH:4][CH:3]=1.[CH2:20]([O:22][C@@H:23]([CH2:28][C:29]1[CH:34]=[CH:33][C:32](B2OC(C)(C)C(C)(C)O2)=[CH:31][CH:30]=1)[C:24]([O:26][CH3:27])=[O:25])[CH3:21].[F-].[Cs+].